This data is from Full USPTO retrosynthesis dataset with 1.9M reactions from patents (1976-2016). The task is: Predict the reactants needed to synthesize the given product. (1) Given the product [OH2:5].[N:12]1[CH:13]=[CH:14][C:9]([C:3](=[O:19])[C:4]([O:6][CH2:7][CH3:8])=[O:5])=[CH:10][CH:11]=1, predict the reactants needed to synthesize it. The reactants are: Cl.Br[CH:3]([C:9]1[CH:14]=[CH:13][N:12]=[CH:11][CH:10]=1)[C:4]([O:6][CH2:7][CH3:8])=[O:5].[N-]=[N+]=[N-].[Na+].[OH2:19]. (2) The reactants are: [CH3:1][C:2]1([CH3:28])[N:7]2[C:8]3[CH:9]=[C:10]([C:15]([NH:17][C:18]4[N:19]=[C:20]([C:24]([OH:26])=O)[N:21]([CH3:23])[CH:22]=4)=[O:16])[CH:11]=[CH:12][C:13]=3[CH:14]=[C:6]2[C:5](=[O:27])[NH:4][CH2:3]1.ON1C2C=CC=CC=2N=N1.C(N=C=NCCCN(C)C)C.[C:50]([NH2:54])([CH3:53])([CH3:52])[CH3:51].C(N(CC)C(C)C)(C)C. Given the product [C:50]([NH:54][C:24]([C:20]1[N:21]([CH3:23])[CH:22]=[C:18]([NH:17][C:15]([C:10]2[CH:11]=[CH:12][C:13]3[CH:14]=[C:6]4[C:5](=[O:27])[NH:4][CH2:3][C:2]([CH3:28])([CH3:1])[N:7]4[C:8]=3[CH:9]=2)=[O:16])[N:19]=1)=[O:26])([CH3:53])([CH3:52])[CH3:51], predict the reactants needed to synthesize it.